This data is from NCI-60 drug combinations with 297,098 pairs across 59 cell lines. The task is: Regression. Given two drug SMILES strings and cell line genomic features, predict the synergy score measuring deviation from expected non-interaction effect. (1) Drug 1: CS(=O)(=O)C1=CC(=C(C=C1)C(=O)NC2=CC(=C(C=C2)Cl)C3=CC=CC=N3)Cl. Drug 2: C1CC(=O)NC(=O)C1N2CC3=C(C2=O)C=CC=C3N. Cell line: RPMI-8226. Synergy scores: CSS=9.47, Synergy_ZIP=-3.69, Synergy_Bliss=5.23, Synergy_Loewe=-1.22, Synergy_HSA=-0.745. (2) Drug 1: C1CCC(C1)C(CC#N)N2C=C(C=N2)C3=C4C=CNC4=NC=N3. Drug 2: CC1C(C(=O)NC(C(=O)N2CCCC2C(=O)N(CC(=O)N(C(C(=O)O1)C(C)C)C)C)C(C)C)NC(=O)C3=C4C(=C(C=C3)C)OC5=C(C(=O)C(=C(C5=N4)C(=O)NC6C(OC(=O)C(N(C(=O)CN(C(=O)C7CCCN7C(=O)C(NC6=O)C(C)C)C)C)C(C)C)C)N)C. Cell line: HL-60(TB). Synergy scores: CSS=26.9, Synergy_ZIP=35.4, Synergy_Bliss=41.5, Synergy_Loewe=27.5, Synergy_HSA=30.1. (3) Drug 1: CN1C(=O)N2C=NC(=C2N=N1)C(=O)N. Drug 2: C(=O)(N)NO. Cell line: TK-10. Synergy scores: CSS=-0.697, Synergy_ZIP=2.91, Synergy_Bliss=6.01, Synergy_Loewe=1.09, Synergy_HSA=2.14. (4) Drug 1: C1=CC(=CC=C1CCC2=CNC3=C2C(=O)NC(=N3)N)C(=O)NC(CCC(=O)O)C(=O)O. Drug 2: CC=C1C(=O)NC(C(=O)OC2CC(=O)NC(C(=O)NC(CSSCCC=C2)C(=O)N1)C(C)C)C(C)C. Cell line: BT-549. Synergy scores: CSS=55.7, Synergy_ZIP=7.57, Synergy_Bliss=8.60, Synergy_Loewe=9.32, Synergy_HSA=11.0. (5) Drug 1: C1=NNC2=C1C(=O)NC=N2. Drug 2: CC(C)NC(=O)C1=CC=C(C=C1)CNNC.Cl. Cell line: HCT-15. Synergy scores: CSS=-8.88, Synergy_ZIP=-2.54, Synergy_Bliss=-8.36, Synergy_Loewe=-8.60, Synergy_HSA=-8.09. (6) Cell line: RPMI-8226. Drug 2: CCC1(C2=C(COC1=O)C(=O)N3CC4=CC5=C(C=CC(=C5CN(C)C)O)N=C4C3=C2)O.Cl. Synergy scores: CSS=-5.38, Synergy_ZIP=-8.28, Synergy_Bliss=-22.5, Synergy_Loewe=-60.3, Synergy_HSA=-25.0. Drug 1: COC1=C2C(=CC3=C1OC=C3)C=CC(=O)O2. (7) Drug 1: CC=C1C(=O)NC(C(=O)OC2CC(=O)NC(C(=O)NC(CSSCCC=C2)C(=O)N1)C(C)C)C(C)C. Drug 2: CC1=C(N=C(N=C1N)C(CC(=O)N)NCC(C(=O)N)N)C(=O)NC(C(C2=CN=CN2)OC3C(C(C(C(O3)CO)O)O)OC4C(C(C(C(O4)CO)O)OC(=O)N)O)C(=O)NC(C)C(C(C)C(=O)NC(C(C)O)C(=O)NCCC5=NC(=CS5)C6=NC(=CS6)C(=O)NCCC[S+](C)C)O. Cell line: SN12C. Synergy scores: CSS=27.1, Synergy_ZIP=-1.89, Synergy_Bliss=2.63, Synergy_Loewe=-16.4, Synergy_HSA=-2.63. (8) Cell line: DU-145. Drug 2: CC(C)CN1C=NC2=C1C3=CC=CC=C3N=C2N. Drug 1: C1=CN(C=N1)CC(O)(P(=O)(O)O)P(=O)(O)O. Synergy scores: CSS=1.74, Synergy_ZIP=-1.16, Synergy_Bliss=-2.68, Synergy_Loewe=-2.68, Synergy_HSA=-3.27.